Dataset: Forward reaction prediction with 1.9M reactions from USPTO patents (1976-2016). Task: Predict the product of the given reaction. Given the reactants [NH2:1][C:2]1[C:11]2[C:6](=[CH:7][CH:8]=[CH:9][CH:10]=2)[CH:5]=[CH:4][CH:3]=1.[NH2-].[Na+].Cl[CH2:15][C:16]1[CH:23]=[CH:22][C:19]([CH:20]=[CH2:21])=[CH:18][CH:17]=1.C(Cl)(Cl)Cl, predict the reaction product. The product is: [CH:20]([C:19]1[CH:22]=[CH:23][C:16]([CH2:15][NH:1][C:2]2[C:11]3[C:6](=[CH:7][CH:8]=[CH:9][CH:10]=3)[CH:5]=[CH:4][CH:3]=2)=[CH:17][CH:18]=1)=[CH2:21].